The task is: Predict the reactants needed to synthesize the given product.. This data is from Full USPTO retrosynthesis dataset with 1.9M reactions from patents (1976-2016). (1) Given the product [Cl:1][C:2]1[CH:7]=[CH:6][C:5]([NH:8][C:9]2[N:17]=[C:16]([C:24]#[N:25])[N:15]=[C:14]3[C:10]=2[N:11]=[CH:12][N:13]3[CH2:22][CH3:23])=[CH:4][CH:3]=1, predict the reactants needed to synthesize it. The reactants are: [Cl:1][C:2]1[CH:7]=[CH:6][C:5]([NH:8][C:9]2[N:17]=[C:16](S(C)(=O)=O)[N:15]=[C:14]3[C:10]=2[N:11]=[CH:12][N:13]3[CH2:22][CH3:23])=[CH:4][CH:3]=1.[C-:24]#[N:25].[Na+]. (2) Given the product [ClH:30].[CH:21]1([CH2:20][O:19][C:13]2[CH:14]=[CH:15][C:16]([F:18])=[CH:17][C:12]=2[C@@H:10]2[CH2:11][C@H:9]2[CH2:8][NH2:7])[CH2:23][CH2:22]1, predict the reactants needed to synthesize it. The reactants are: C(OC(=O)[NH:7][CH2:8][C@@H:9]1[CH2:11][C@H:10]1[C:12]1[CH:17]=[C:16]([F:18])[CH:15]=[CH:14][C:13]=1[O:19][CH2:20][CH:21]1[CH2:23][CH2:22]1)(C)(C)C.C(OCC)C.[ClH:30]. (3) Given the product [ClH:35].[Br:1][C:2]1[CH:7]=[CH:6][C:5]2[NH:8][C:36](=[O:38])[N:9]([CH:10]3[CH2:15][CH2:14][N:13]([C@H:16]4[CH2:21][CH2:20][C@H:19]([O:22][CH2:23][CH2:24][CH3:25])[CH2:18][CH2:17]4)[CH2:12][CH2:11]3)[C:4]=2[CH:3]=1, predict the reactants needed to synthesize it. The reactants are: [Br:1][C:2]1[CH:3]=[C:4]([NH:9][CH:10]2[CH2:15][CH2:14][N:13]([C@H:16]3[CH2:21][CH2:20][C@H:19]([O:22][CH2:23][CH2:24][CH3:25])[CH2:18][CH2:17]3)[CH2:12][CH2:11]2)[C:5]([NH2:8])=[CH:6][CH:7]=1.C(N(C(C)C)CC)(C)C.[Cl:35][C:36](Cl)([O:38]C(=O)OC(Cl)(Cl)Cl)Cl. (4) Given the product [Cl:1][C:2]1[CH:7]=[CH:6][C:5]([O:8][CH3:9])=[CH:4][C:3]=1[C:16]([OH:18])=[O:17], predict the reactants needed to synthesize it. The reactants are: [Cl:1][C:2]1[CH:7]=[CH:6][C:5]([O:8][CH3:9])=[CH:4][C:3]=1Br.[Li]CCCC.[C:16](=[O:18])=[O:17]. (5) Given the product [Cl:1][C:2]1[C:3]2[C:7]([CH:8]=[C:9]([CH3:11])[CH:10]=1)=[N:6][N:5]1[C:21]([CH:23]3[CH2:28][CH2:27][N:26]([C:29]([O:31][C:32]([CH3:35])([CH3:34])[CH3:33])=[O:30])[CH2:25][CH2:24]3)=[CH:17][C:16](=[O:15])[NH:12][C:4]=21, predict the reactants needed to synthesize it. The reactants are: [Cl:1][C:2]1[CH:10]=[C:9]([CH3:11])[CH:8]=[C:7]2[C:3]=1[C:4]([NH2:12])=[N:5][NH:6]2.CC1(C)OC(=O)[CH:17]([C:21]([CH:23]2[CH2:28][CH2:27][N:26]([C:29]([O:31][C:32]([CH3:35])([CH3:34])[CH3:33])=[O:30])[CH2:25][CH2:24]2)=O)[C:16](=O)[O:15]1.P([O-])([O-])([O-])=O.[K+].[K+].[K+]. (6) Given the product [Cl:1][C:2]1[CH:3]=[CH:4][C:5]([NH:8][C:9]([C:11]2[O:19][C:18]3[C:13](=[N:14][C:15]([CH2:20][OH:21])=[CH:16][CH:17]=3)[C:12]=2[NH:24][C:25]([C@H:27]2[CH2:28][CH2:29][C@H:30]([N:33]3[CH2:38][CH2:37][O:36][CH2:35][C:34]3=[O:39])[CH2:31][CH2:32]2)=[O:26])=[O:10])=[N:6][CH:7]=1, predict the reactants needed to synthesize it. The reactants are: [Cl:1][C:2]1[CH:3]=[CH:4][C:5]([NH:8][C:9]([C:11]2[O:19][C:18]3[C:13](=[N:14][C:15]([C:20](OC)=[O:21])=[CH:16][CH:17]=3)[C:12]=2[NH:24][C:25]([C@H:27]2[CH2:32][CH2:31][C@H:30]([N:33]3[CH2:38][CH2:37][O:36][CH2:35][C:34]3=[O:39])[CH2:29][CH2:28]2)=[O:26])=[O:10])=[N:6][CH:7]=1.[BH4-].[Li+].Cl.C(=O)([O-])O.[Na+].